From a dataset of Full USPTO retrosynthesis dataset with 1.9M reactions from patents (1976-2016). Predict the reactants needed to synthesize the given product. Given the product [NH2:1][C:2]1[N:7]=[C:6]([NH:31][C:27]([CH3:30])([CH3:29])[CH3:28])[C:5]([C:11]2[CH:12]=[CH:13][C:14](=[O:20])[N:15]([CH:17]([CH3:19])[CH3:18])[N:16]=2)=[C:4]([C:21]2[CH:26]=[CH:25][CH:24]=[CH:23][CH:22]=2)[N:3]=1, predict the reactants needed to synthesize it. The reactants are: [NH2:1][C:2]1[N:7]=[C:6](S(C)=O)[C:5]([C:11]2[CH:12]=[CH:13][C:14](=[O:20])[N:15]([CH:17]([CH3:19])[CH3:18])[N:16]=2)=[C:4]([C:21]2[CH:26]=[CH:25][CH:24]=[CH:23][CH:22]=2)[N:3]=1.[C:27]([NH2:31])([CH3:30])([CH3:29])[CH3:28].